The task is: Predict which catalyst facilitates the given reaction.. This data is from Catalyst prediction with 721,799 reactions and 888 catalyst types from USPTO. (1) Reactant: [NH2:1][C:2]1[N:6]([CH3:7])[C:5](=[O:8])[C:4]([C:15]2[CH:20]=[CH:19][CH:18]=[C:17](Br)[CH:16]=2)([C:9]2[CH:14]=[CH:13][CH:12]=[CH:11][CH:10]=2)[N:3]=1.[CH3:22][N:23]1[C:28]2[CH:29]=[CH:30][C:31](B3OC(C)(C)C(C)(C)O3)=[CH:32][C:27]=2[O:26][CH2:25][CH2:24]1.ClCCl.N. Product: [NH2:1][C:2]1[N:6]([CH3:7])[C:5](=[O:8])[C:4]([C:15]2[CH:20]=[CH:19][CH:18]=[C:17]([C:31]3[CH:30]=[CH:29][C:28]4[N:23]([CH3:22])[CH2:24][CH2:25][O:26][C:27]=4[CH:32]=3)[CH:16]=2)([C:9]2[CH:14]=[CH:13][CH:12]=[CH:11][CH:10]=2)[N:3]=1. The catalyst class is: 5. (2) Reactant: [NH2:1][C:2]1[CH:3]=[C:4]([CH:8]=[CH:9][C:10]=1[CH3:11])[C:5]([OH:7])=O.[CH3:12][N:13]1[CH:17]=[C:16]([C:18]2[CH:23]=[CH:22][C:21]([CH:24]3[CH2:29][CH2:28][NH:27][CH2:26][CH2:25]3)=[CH:20][CH:19]=2)[CH:15]=[N:14]1.C(N(CC)C(C)C)(C)C.CN(C(ON1N=NC2C=CC=CC1=2)=[N+](C)C)C.F[P-](F)(F)(F)(F)F.C([O-])([O-])=O.[Na+].[Na+]. Product: [NH2:1][C:2]1[CH:3]=[C:4]([C:5]([N:27]2[CH2:26][CH2:25][CH:24]([C:21]3[CH:20]=[CH:19][C:18]([C:16]4[CH:15]=[N:14][N:13]([CH3:12])[CH:17]=4)=[CH:23][CH:22]=3)[CH2:29][CH2:28]2)=[O:7])[CH:8]=[CH:9][C:10]=1[CH3:11]. The catalyst class is: 2. (3) Reactant: [NH2:1][CH2:2][C:3]1[CH:38]=[CH:37][C:6]([O:7][C:8]2[CH:13]=[CH:12][C:11]([C:14]3[C:22]4[C:17](=[N:18][CH:19]=[N:20][C:21]=4[NH2:23])[N:16]([C@H:24]4[CH2:29][CH2:28][C@@H:27]([N:30]5[CH2:35][CH2:34][N:33]([CH3:36])[CH2:32][CH2:31]5)[CH2:26][CH2:25]4)[N:15]=3)=[CH:10][CH:9]=2)=[CH:5][CH:4]=1.[C:39]1([S:45](Cl)(=[O:47])=[O:46])[CH:44]=[CH:43][CH:42]=[CH:41][CH:40]=1. Product: [C:6]([OH:46])(=[O:7])[CH3:37].[NH2:23][C:21]1[N:20]=[CH:19][N:18]=[C:17]2[N:16]([C@H:24]3[CH2:29][CH2:28][C@@H:27]([N:30]4[CH2:35][CH2:34][N:33]([CH3:36])[CH2:32][CH2:31]4)[CH2:26][CH2:25]3)[N:15]=[C:14]([C:11]3[CH:12]=[CH:13][C:8]([O:7][C:6]4[CH:5]=[CH:4][C:3]([CH2:2][NH:1][S:45]([C:39]5[CH:44]=[CH:43][CH:42]=[CH:41][CH:40]=5)(=[O:47])=[O:46])=[CH:38][CH:37]=4)=[CH:9][CH:10]=3)[C:22]=12. The catalyst class is: 17. (4) Reactant: [NH2:1][C:2]1[CH:7]=[CH:6][C:5]([C:8]2[CH:12]=[C:11]([C:13]([NH:15][CH:16]([CH:21]([CH3:23])[CH3:22])[C:17]([O:19][CH3:20])=[O:18])=[O:14])[O:10][N:9]=2)=[CH:4][CH:3]=1.[F:24][C:25]1[CH:30]=[CH:29][CH:28]=[C:27]([N:31]=[C:32]=[O:33])[CH:26]=1. Product: [F:24][C:25]1[CH:26]=[C:27]([NH:31][C:32](=[O:33])[NH:1][C:2]2[CH:7]=[CH:6][C:5]([C:8]3[CH:12]=[C:11]([C:13]([NH:15][CH:16]([CH:21]([CH3:23])[CH3:22])[C:17]([O:19][CH3:20])=[O:18])=[O:14])[O:10][N:9]=3)=[CH:4][CH:3]=2)[CH:28]=[CH:29][CH:30]=1. The catalyst class is: 1. (5) Reactant: [NH2:1][C:2]1[C:11]2[N:12]=[C:13]([CH2:20][CH3:21])[N:14]([CH2:15][C:16]([OH:19])([CH3:18])[CH3:17])[C:10]=2[C:9]2[CH:8]=[CH:7][C:6]([CH2:22][CH2:23][C:24]([OH:26])=O)=[CH:5][C:4]=2[N:3]=1.ON1C2C=CC=CC=2N=N1.CN(C)CCCN=C=NCC.[NH:48]1[CH2:53][CH2:52][O:51][CH2:50][CH2:49]1.C(=O)([O-])[O-].[Na+].[Na+]. Product: [NH2:1][C:2]1[C:11]2[N:12]=[C:13]([CH2:20][CH3:21])[N:14]([CH2:15][C:16]([OH:19])([CH3:18])[CH3:17])[C:10]=2[C:9]2[CH:8]=[CH:7][C:6]([CH2:22][CH2:23][C:24]([N:48]3[CH2:53][CH2:52][O:51][CH2:50][CH2:49]3)=[O:26])=[CH:5][C:4]=2[N:3]=1. The catalyst class is: 22. (6) Reactant: [CH3:1][O:2][C:3]1[CH2:7][CH:6]([CH2:8][CH2:9][N+:10]([O-])=O)[C:5](=[O:13])[C:4]=1[C:14]1[C:19]([CH3:20])=[CH:18][C:17]([CH3:21])=[CH:16][C:15]=1[CH3:22].C([O-])=O.[NH4+]. Product: [NH2:10][CH2:9][CH2:8][CH:6]1[C:5](=[O:13])[C:4]([C:14]2[C:19]([CH3:20])=[CH:18][C:17]([CH3:21])=[CH:16][C:15]=2[CH3:22])=[C:3]([O:2][CH3:1])[CH2:7]1. The catalyst class is: 19.